Dataset: Forward reaction prediction with 1.9M reactions from USPTO patents (1976-2016). Task: Predict the product of the given reaction. (1) Given the reactants [NH2:1][C:2]1[CH:14]=[C:13]2[C:5]([C:6]3[C:7]([C:18]4[CH:23]=[CH:22][CH:21]=[C:20]([NH:24][C:25](=[O:33])[C:26]5[CH:31]=[CH:30][C:29]([F:32])=[CH:28][CH:27]=5)[C:19]=4[CH3:34])=[CH:8][CH:9]=[C:10]([C:15]([NH2:17])=[O:16])[C:11]=3[NH:12]2)=[CH:4][CH:3]=1.[CH3:35][S:36](Cl)(=[O:38])=[O:37], predict the reaction product. The product is: [F:32][C:29]1[CH:28]=[CH:27][C:26]([C:25]([NH:24][C:20]2[C:19]([CH3:34])=[C:18]([C:7]3[C:6]4[C:5]5[C:13](=[CH:14][C:2]([NH:1][S:36]([CH3:35])(=[O:38])=[O:37])=[CH:3][CH:4]=5)[NH:12][C:11]=4[C:10]([C:15]([NH2:17])=[O:16])=[CH:9][CH:8]=3)[CH:23]=[CH:22][CH:21]=2)=[O:33])=[CH:31][CH:30]=1. (2) The product is: [CH3:38][CH2:37][CH2:36][N:17]1[C:15](=[O:16])[N:14]([CH2:11][CH2:12][CH3:13])[C:23](=[O:24])[C:22]2[C:18]1=[N:19]/[C:20](/[N:21]=2)=[C:25]1/[CH:26]=[C:27]([O:31][CH2:32][C:33]([NH:1][C:2]2[CH:10]=[CH:9][C:5]([C:6]([OH:8])=[O:7])=[CH:4][CH:3]=2)=[O:34])[NH:28][N:29]/1[CH3:30]. Given the reactants [NH2:1][C:2]1[CH:10]=[CH:9][C:5]([C:6]([OH:8])=[O:7])=[CH:4][CH:3]=1.[CH2:11]([N:14]1[C:23](=[O:24])[C:22]2[NH:21][C:20]([C:25]3[N:29]([CH3:30])[N:28]=[C:27]([O:31][CH2:32][C:33](O)=[O:34])[CH:26]=3)=[N:19][C:18]=2[N:17]([CH2:36][CH2:37][CH3:38])[C:15]1=[O:16])[CH2:12][CH3:13], predict the reaction product. (3) Given the reactants [F:1][C:2]1[C:11]([F:12])=[CH:10][CH:9]=[C:8]2[C:3]=1[CH:4]=[CH:5][C:6](Br)=[CH:7]2.[CH2:14]([CH:17]1[CH2:22][CH2:21][CH:20]([CH2:23][CH:24]=O)[CH2:19][CH2:18]1)[CH2:15][CH3:16].CC(C)([O-])C.[K+], predict the reaction product. The product is: [F:1][C:2]1[C:11]([F:12])=[CH:10][CH:9]=[C:8]2[C:3]=1[CH:4]=[CH:5][C:6]([CH2:24][CH2:23][C@H:20]1[CH2:19][CH2:18][C@H:17]([CH2:14][CH2:15][CH3:16])[CH2:22][CH2:21]1)=[CH:7]2. (4) Given the reactants [CH3:1][N:2]([CH2:4][CH2:5][N:6]1[C:20](=[O:21])[C:15]2=[CH:16][C:17]([NH2:19])=[CH:18][C:13]3[C:14]2=[C:9]([CH:10]=[CH:11][CH:12]=3)[C:7]1=[O:8])[CH3:3].[F:22][C:23]([F:35])([F:34])[O:24][C:25]1[CH:30]=[CH:29][C:28]([N:31]=[C:32]=[O:33])=[CH:27][CH:26]=1, predict the reaction product. The product is: [CH3:3][N:2]([CH3:1])[CH2:4][CH2:5][N:6]1[C:20](=[O:21])[C:15]2[CH:16]=[C:17]([NH:19][C:32]([NH:31][C:28]3[CH:29]=[CH:30][C:25]([O:24][C:23]([F:22])([F:34])[F:35])=[CH:26][CH:27]=3)=[O:33])[CH:18]=[C:13]3[C:14]=2[C:9](=[CH:10][CH:11]=[CH:12]3)[C:7]1=[O:8]. (5) Given the reactants [Cl:1][C:2]1[C:3]([NH:27][C:28]2[CH:33]=[CH:32][CH:31]=[C:30]([N+:34]([O-])=O)[CH:29]=2)=[N:4][C:5]([NH:8][C:9]2[CH:10]=[N:11][N:12]([CH:14]3[CH2:19][CH2:18][N:17]([C:20]([O:22][C:23]([CH3:26])([CH3:25])[CH3:24])=[O:21])[CH2:16][CH2:15]3)[CH:13]=2)=[N:6][CH:7]=1, predict the reaction product. The product is: [NH2:34][C:30]1[CH:29]=[C:28]([NH:27][C:3]2[C:2]([Cl:1])=[CH:7][N:6]=[C:5]([NH:8][C:9]3[CH:10]=[N:11][N:12]([CH:14]4[CH2:19][CH2:18][N:17]([C:20]([O:22][C:23]([CH3:26])([CH3:25])[CH3:24])=[O:21])[CH2:16][CH2:15]4)[CH:13]=3)[N:4]=2)[CH:33]=[CH:32][CH:31]=1. (6) Given the reactants C([O-])(=O)C.[K+].Br[C:7]1[CH:8]=[CH:9][C:10]([NH2:15])=[N:11][C:12]=1[O:13][CH3:14].[CH3:16][C:17]1([CH3:33])[C:21]([CH3:23])([CH3:22])[O:20][B:19]([B:19]2[O:20][C:21]([CH3:23])([CH3:22])[C:17]([CH3:33])([CH3:16])[O:18]2)[O:18]1, predict the reaction product. The product is: [CH3:14][O:13][C:12]1[N:11]=[C:10]([NH2:15])[CH:9]=[CH:8][C:7]=1[B:19]1[O:20][C:21]([CH3:23])([CH3:22])[C:17]([CH3:33])([CH3:16])[O:18]1. (7) Given the reactants [F:1][C:2]1[CH:3]=[C:4]([SH:13])[CH:5]=[C:6]2[C:11]=1[N:10]=[C:9]([CH3:12])[CH:8]=[CH:7]2.[Cl:14][C:15]1[N:20]=[C:19](S(C)(=O)=O)[N:18]=[C:17]([NH:25][C:26]2[NH:30][N:29]=[C:28]([CH3:31])[CH:27]=2)[CH:16]=1, predict the reaction product. The product is: [Cl:14][C:15]1[N:20]=[C:19]([S:13][C:4]2[CH:5]=[C:6]3[C:11](=[C:2]([F:1])[CH:3]=2)[N:10]=[C:9]([CH3:12])[CH:8]=[CH:7]3)[N:18]=[C:17]([NH:25][C:26]2[NH:30][N:29]=[C:28]([CH3:31])[CH:27]=2)[CH:16]=1.